This data is from Full USPTO retrosynthesis dataset with 1.9M reactions from patents (1976-2016). The task is: Predict the reactants needed to synthesize the given product. (1) Given the product [Br:13][C:14]1[C:23]2[C:18](=[CH:19][CH:20]=[CH:21][CH:22]=2)[C:17]([O:9][CH:6]2[CH2:7][CH2:8][N:2]([CH3:1])[CH2:3][C:4]3[O:12][CH:11]=[CH:10][C:5]2=3)=[CH:16][CH:15]=1, predict the reactants needed to synthesize it. The reactants are: [CH3:1][N:2]1[CH2:8][CH2:7][CH:6]([OH:9])[C:5]2[CH:10]=[CH:11][O:12][C:4]=2[CH2:3]1.[Br:13][C:14]1[C:23]2[C:18](=[CH:19][CH:20]=[CH:21][CH:22]=2)[C:17](F)=[CH:16][CH:15]=1. (2) Given the product [Cl:15][C:12]1[CH:13]=[CH:14][C:9]([C:7]2[N:25]=[C:23]([CH:22]([C:16]3[CH:21]=[CH:20][CH:19]=[CH:18][CH:17]=3)[C:26]3[CH:31]=[CH:30][CH:29]=[CH:28][N:27]=3)[S:24][C:2]=2[CH2:3][C:4]([OH:6])=[O:5])=[CH:10][CH:11]=1, predict the reactants needed to synthesize it. The reactants are: Br[CH:2]([C:7]([C:9]1[CH:14]=[CH:13][C:12]([Cl:15])=[CH:11][CH:10]=1)=O)[CH2:3][C:4]([OH:6])=[O:5].[C:16]1([CH:22]([C:26]2[CH:31]=[CH:30][CH:29]=[CH:28][N:27]=2)[C:23]([NH2:25])=[S:24])[CH:21]=[CH:20][CH:19]=[CH:18][CH:17]=1.